From a dataset of Reaction yield outcomes from USPTO patents with 853,638 reactions. Predict the reaction yield, written as a fraction of the theoretical maximum amount of product (1.0 means a 100% yield; for example, 0.34 means a 34% yield). (1) The reactants are C1(P(C2C=CC=CC=2)C2C=CC=CC=2)C=CC=CC=1.C(Cl)Cl.[Br:23]Br.[CH3:25][CH:26]([CH3:39])[CH2:27][CH:28](C[N+]([O-])=O)[CH2:29][C:30]([O:32][CH2:33][CH3:34])=[O:31]. The catalyst is CCCCCC.C(OCC)(=O)C.O. The product is [CH3:25][CH:26]([CH3:39])[CH2:27][CH:28]([Br:23])[CH2:29][C:30]([O:32][CH2:33][CH3:34])=[O:31]. The yield is 0.730. (2) The reactants are Cl.[CH:2]([N:5]1[C:9]([C:10]2[N:19]=[C:18]3[N:12]([CH2:13][CH2:14][O:15][C:16]4[CH:23]=[C:22]([C@H:24]5[CH2:29][CH2:28][NH:27][CH2:26][C@H:25]5[OH:30])[CH:21]=[CH:20][C:17]=43)[CH:11]=2)=[N:8][CH:7]=[N:6]1)([CH3:4])[CH3:3].[CH3:31][N:32]([CH3:37])[C:33](=[O:36])[CH2:34]Cl. No catalyst specified. The product is [OH:30][C@H:25]1[C@@H:24]([C:22]2[CH:21]=[CH:20][C:17]3[C:18]4[N:12]([CH:11]=[C:10]([C:9]5[N:5]([CH:2]([CH3:4])[CH3:3])[N:6]=[CH:7][N:8]=5)[N:19]=4)[CH2:13][CH2:14][O:15][C:16]=3[CH:23]=2)[CH2:29][CH2:28][N:27]([CH2:34][C:33]([N:32]([CH3:37])[CH3:31])=[O:36])[CH2:26]1. The yield is 0.570. (3) The reactants are [F:1][CH:2]([F:37])[C:3]1[N:7]([C:8]2[N:13]=[C:12]([N:14]3[CH2:19][CH2:18][O:17][CH2:16][CH2:15]3)[N:11]=[C:10]([N:20]3[CH2:25][CH2:24][CH:23]([NH:26][S:27]([CH3:30])(=[O:29])=[O:28])[CH2:22][CH2:21]3)[N:9]=2)[C:6]2[CH:31]=[CH:32][CH:33]=[C:34]([O:35][CH3:36])[C:5]=2[N:4]=1.IC.[C:40]([O-])([O-])=O.[K+].[K+]. The catalyst is CN(C=O)C. The product is [F:37][CH:2]([F:1])[C:3]1[N:7]([C:8]2[N:13]=[C:12]([N:14]3[CH2:15][CH2:16][O:17][CH2:18][CH2:19]3)[N:11]=[C:10]([N:20]3[CH2:21][CH2:22][CH:23]([N:26]([CH3:40])[S:27]([CH3:30])(=[O:29])=[O:28])[CH2:24][CH2:25]3)[N:9]=2)[C:6]2[CH:31]=[CH:32][CH:33]=[C:34]([O:35][CH3:36])[C:5]=2[N:4]=1. The yield is 0.840.